From a dataset of Full USPTO retrosynthesis dataset with 1.9M reactions from patents (1976-2016). Predict the reactants needed to synthesize the given product. (1) Given the product [Br:1][C:2]1[CH:3]=[C:4]([N:8]2[CH2:24][CH:12]3[CH2:13][N:14]([C:17]([O:19][C:20]([CH3:22])([CH3:21])[CH3:23])=[O:18])[CH2:15][CH2:16][N:11]3[C:9]2=[O:10])[CH:5]=[CH:6][CH:7]=1, predict the reactants needed to synthesize it. The reactants are: [Br:1][C:2]1[CH:3]=[C:4]([NH:8][C:9]([N:11]2[CH2:16][CH2:15][N:14]([C:17]([O:19][C:20]([CH3:23])([CH3:22])[CH3:21])=[O:18])[CH2:13][CH:12]2[CH2:24]O)=[O:10])[CH:5]=[CH:6][CH:7]=1.C1(P(C2C=CC=CC=2)C2C=CC=CC=2)C=CC=CC=1.N(C(OCC)=O)=NC(OCC)=O.C1(C)C=CC=CC=1.O. (2) Given the product [CH3:22][N:10]1[CH:11]=[C:7]([C:1]2[CH:2]=[CH:3][CH:4]=[CH:5][CH:6]=2)[N:8]=[C:9]1[CH2:12][CH2:13][NH:14][C:15](=[O:21])[O:16][C:17]([CH3:18])([CH3:20])[CH3:19], predict the reactants needed to synthesize it. The reactants are: [C:1]1([C:7]2[N:8]=[C:9]([CH2:12][CH2:13][NH:14][C:15](=[O:21])[O:16][C:17]([CH3:20])([CH3:19])[CH3:18])[NH:10][CH:11]=2)[CH:6]=[CH:5][CH:4]=[CH:3][CH:2]=1.[C:22](=O)([O-])[O-].[K+].[K+].IC.C(OCC)(=O)C.CCCCCCC. (3) Given the product [CH3:11][O:10][CH2:9][O:8][C:5]1[CH:6]=[CH:7][C:2]([CH2:12][C:13]([CH3:16])([CH3:15])[CH3:14])=[N:3][CH:4]=1, predict the reactants needed to synthesize it. The reactants are: Br[C:2]1[CH:7]=[CH:6][C:5]([O:8][CH2:9][O:10][CH3:11])=[CH:4][N:3]=1.[CH2:12]([Mg]Cl)[C:13]([CH3:16])([CH3:15])[CH3:14]. (4) Given the product [Si:43]([O:42][C@H:40]([CH3:41])[C@@H:39]([NH:50][C:51]1[CH:56]=[CH:55][C:54]([C:57]#[N:58])=[C:53]([Cl:59])[C:52]=1[CH3:60])[C:38]1[O:35][C:34]([C:33]2[CH:62]=[CH:63][C:30]([OH:29])=[C:31]([Cl:64])[CH:32]=2)=[N:36][N:37]=1)([C:46]([CH3:48])([CH3:47])[CH3:49])([CH3:44])[CH3:45], predict the reactants needed to synthesize it. The reactants are: C1(P(C2C=CC=CC=2)C2C=CC=CC=2)C=CC=CC=1.II.[Si]([O:29][C:30]1[CH:63]=[CH:62][C:33]([C:34]([NH:36][NH:37][C:38](=O)[C@H:39]([NH:50][C:51]2[CH:56]=[CH:55][C:54]([C:57]#[N:58])=[C:53]([Cl:59])[C:52]=2[CH3:60])[C@H:40]([O:42][Si:43]([C:46]([CH3:49])([CH3:48])[CH3:47])([CH3:45])[CH3:44])[CH3:41])=[O:35])=[CH:32][C:31]=1[Cl:64])(C(C)(C)C)(C)C. (5) Given the product [Cl:1][C:2]1[CH:7]=[CH:6][CH:5]=[C:4]([F:8])[C:3]=1[NH:9][C:10]1[N:14]([CH3:15])[C:13]2[C:16]3[CH2:17][C:18]([CH3:28])([CH3:27])[O:19][C:20]=3[C:21]([C:23]([NH:32][C:31]3[CH:33]=[CH:34][C:35]([CH3:37])=[CH:36][C:30]=3[F:29])=[O:25])=[CH:22][C:12]=2[N:11]=1, predict the reactants needed to synthesize it. The reactants are: [Cl:1][C:2]1[CH:7]=[CH:6][CH:5]=[C:4]([F:8])[C:3]=1[NH:9][C:10]1[N:14]([CH3:15])[C:13]2[C:16]3[CH2:17][C:18]([CH3:28])([CH3:27])[O:19][C:20]=3[C:21]([C:23]([O:25]C)=O)=[CH:22][C:12]=2[N:11]=1.[F:29][C:30]1[CH:36]=[C:35]([CH3:37])[CH:34]=[CH:33][C:31]=1[NH2:32].C[Al](C)C. (6) Given the product [NH3:1].[CH2:61]([Cl:63])[Cl:62].[CH3:15][CH:16]1[CH2:21][CH2:20][CH2:19][CH2:18][N:17]1[CH2:22][CH2:23][CH2:24][O:14][C:11]1[CH:10]=[CH:9][C:8]([CH2:7][N:1]2[CH2:6][CH2:5][CH2:4][CH2:3][CH2:2]2)=[CH:13][CH:12]=1, predict the reactants needed to synthesize it. The reactants are: [N:1]1([CH2:7][C:8]2[CH:13]=[CH:12][C:11]([OH:14])=[CH:10][CH:9]=2)[CH2:6][CH2:5][CH2:4][CH2:3][CH2:2]1.[CH3:15][CH:16]1[CH2:21][CH2:20][CH2:19][CH2:18][N:17]1[CH2:22][CH2:23][CH2:24]O.C1(P(C2C=CC=CC=2)C2C=CC=CC=2)C=CC=CC=1.CC(OC(/N=N/C(OC(C)(C)C)=O)=O)(C)C.[CH2:61]([Cl:63])[Cl:62]. (7) The reactants are: CC1C(C)=CC=C[C:3]=1[C:9]1[CH:14]=[C:13]([C@@H:15]([N:17]2[CH2:22][C@@H:21]3[CH2:23][C@H:18]2[CH2:19][N:20]3[C:24]([C:26]2[CH:31]=[CH:30][C:29]([C:32]([F:35])([F:34])[F:33])=[CH:28][N:27]=2)=[O:25])[CH3:16])[CH:12]=[CH:11][C:10]=1[OH:36].[C:37]([O-])([O-])=O.[Cs+].[Cs+].Cl[CH2:44][CH2:45][CH2:46]I.[Na+].[I-].[CH3:50][N:51](C=O)[CH3:52]. Given the product [CH3:3][C:9]1[C:14]([CH3:37])=[C:13]([C@@H:15]([N:17]2[CH2:22][C@@H:21]3[CH2:23][C@H:18]2[CH2:19][N:20]3[C:24]([C:26]2[CH:31]=[CH:30][C:29]([C:32]([F:35])([F:34])[F:33])=[CH:28][N:27]=2)=[O:25])[CH3:16])[CH:12]=[CH:11][C:10]=1[O:36][CH2:44][CH2:45][CH2:46][N:51]([CH3:52])[CH3:50], predict the reactants needed to synthesize it.